This data is from Catalyst prediction with 721,799 reactions and 888 catalyst types from USPTO. The task is: Predict which catalyst facilitates the given reaction. (1) Reactant: [CH3:1][C:2]1([CH3:10])[O:7][C:6](=[O:8])[CH2:5][C:4](=[O:9])[O:3]1.[F:11][C:12]1[CH:17]=[C:16]([F:18])[C:15]([F:19])=[CH:14][C:13]=1[CH2:20][C:21](O)=[O:22].Cl.CN(C)CCCN=C=NCC. Product: [CH3:1][C:2]1([CH3:10])[O:7][C:6](=[O:8])[CH:5]([C:21](=[O:22])[CH2:20][C:13]2[CH:14]=[C:15]([F:19])[C:16]([F:18])=[CH:17][C:12]=2[F:11])[C:4](=[O:9])[O:3]1. The catalyst class is: 112. (2) Reactant: [CH3:1][O:2][C:3]1[CH:4]=[CH:5][C:6]([CH3:17])=[C:7]([NH:9][C:10](=[O:16])[O:11][C:12]([CH3:15])([CH3:14])[CH3:13])[CH:8]=1.C([Li])(CC)C.CON(C)[C:26](=[O:33])[C:27]1[CH:32]=[CH:31][CH:30]=[CH:29][CH:28]=1.Cl. Product: [C:12]([O:11][C:10](=[O:16])[NH:9][C:7]1[CH:8]=[C:3]([O:2][CH3:1])[CH:4]=[CH:5][C:6]=1[CH2:17][C:26](=[O:33])[C:27]1[CH:32]=[CH:31][CH:30]=[CH:29][CH:28]=1)([CH3:13])([CH3:14])[CH3:15]. The catalyst class is: 54. (3) Reactant: [CH3:1][O:2][C:3]1[CH:12]=[C:11]2[C:6]([C:7]([CH:13]3[CH2:18][CH2:17][NH:16][CH2:15][CH2:14]3)=[N:8][CH:9]=[N:10]2)=[CH:5][CH:4]=1.CCN(C(C)C)C(C)C.[N+](C1C=CC([O:37][C:38](=O)[NH:39][C:40]2[CH:45]=[CH:44][C:43]([O:46][CH:47]([CH3:49])[CH3:48])=[CH:42][CH:41]=2)=CC=1)([O-])=O. Product: [CH:47]([O:46][C:43]1[CH:44]=[CH:45][C:40]([NH:39][C:38]([N:16]2[CH2:17][CH2:18][CH:13]([C:7]3[C:6]4[C:11](=[CH:12][C:3]([O:2][CH3:1])=[CH:4][CH:5]=4)[N:10]=[CH:9][N:8]=3)[CH2:14][CH2:15]2)=[O:37])=[CH:41][CH:42]=1)([CH3:49])[CH3:48]. The catalyst class is: 5. (4) Reactant: [N+:1]([C:4]1[CH:9]=[C:8]([N+:10]([O-:12])=[O:11])[CH:7]=[CH:6][C:5]=1[CH2:13][C:14](O)=[O:15])([O-:3])=[O:2].O.C(OCC)(=O)C. Product: [N+:1]([C:4]1[CH:9]=[C:8]([N+:10]([O-:12])=[O:11])[CH:7]=[CH:6][C:5]=1[CH2:13][CH2:14][OH:15])([O-:3])=[O:2]. The catalyst class is: 1. (5) Reactant: [NH2:1][C:2]1[N:6]([C:7]2[CH:16]=[CH:15][C:10]3[NH:11][C:12]([CH3:14])=[N:13][C:9]=3[CH:8]=2)[N:5]=[CH:4][C:3]=1[C:17]([C:19]1[N:20](S(C2C=CC(C)=CC=2)(=O)=O)[C:21]2[C:26]([C:27]=1[F:28])=[CH:25][CH:24]=[CH:23][CH:22]=2)=[O:18].[OH-].[Na+]. Product: [NH2:1][C:2]1[N:6]([C:7]2[CH:16]=[CH:15][C:10]3[NH:11][C:12]([CH3:14])=[N:13][C:9]=3[CH:8]=2)[N:5]=[CH:4][C:3]=1[C:17]([C:19]1[NH:20][C:21]2[C:26]([C:27]=1[F:28])=[CH:25][CH:24]=[CH:23][CH:22]=2)=[O:18]. The catalyst class is: 501. (6) Reactant: [NH:1]1[C:10]2[C:5](=[CH:6][CH:7]=[CH:8][CH:9]=2)[NH:4][CH2:3][C:2]1=O.CC(C)([O-])C.[K+].P(Cl)(OCC)(OCC)=O.[N+:27]([CH2:29][C:30]([O:32][CH2:33][CH3:34])=[O:31])#[C-:28].[Cl-].[NH4+]. Product: [CH:28]1[N:1]2[C:10]3[C:5]([NH:4][CH2:3][C:2]2=[C:29]([C:30]([O:32][CH2:33][CH3:34])=[O:31])[N:27]=1)=[CH:6][CH:7]=[CH:8][CH:9]=3. The catalyst class is: 355. (7) The catalyst class is: 40. Reactant: [CH2:1]([N:3]1[CH2:7][CH2:6][CH2:5][CH:4]1[CH2:8][O:9][C:10]1[CH:11]=[C:12]2[C:17](=[CH:18][CH:19]=1)[CH:16]=[C:15]([C:20]1[C:28]3[C:23](=[CH:24][CH:25]=[C:26]([C:29]#[N:30])[CH:27]=3)[N:22](C3CCCCO3)[N:21]=1)[CH:14]=[CH:13]2)[CH3:2].[OH-].[K+].F[P-](F)(F)(F)(F)F.N1([O:55]C(N(C)C)=[N+](C)C)C2C=CC=CC=2N=N1.O.ON1C2C=CC=CC=2N=N1.C(N(CC)CC)C.[CH2:81](N)[CH2:82][CH:83]([CH3:85])[CH3:84]. Product: [CH3:84][CH:83]([CH3:85])[CH2:82][CH2:81][NH:30][C:29]([C:26]1[CH:27]=[C:28]2[C:23](=[CH:24][CH:25]=1)[NH:22][N:21]=[C:20]2[C:15]1[CH:14]=[CH:13][C:12]2[C:17](=[CH:18][CH:19]=[C:10]([O:9][CH2:8][CH:4]3[CH2:5][CH2:6][CH2:7][N:3]3[CH2:1][CH3:2])[CH:11]=2)[CH:16]=1)=[O:55].